Dataset: Peptide-MHC class II binding affinity with 134,281 pairs from IEDB. Task: Regression. Given a peptide amino acid sequence and an MHC pseudo amino acid sequence, predict their binding affinity value. This is MHC class II binding data. (1) The peptide sequence is PNWVRKVFIDTIPNI. The MHC is DRB1_0301 with pseudo-sequence DRB1_0301. The binding affinity (normalized) is 0.653. (2) The peptide sequence is DPMHPVTTAPSTA. The MHC is DRB1_0101 with pseudo-sequence DRB1_0101. The binding affinity (normalized) is 0.322. (3) The peptide sequence is SGNLVMFQMQDHQLI. The MHC is HLA-DPA10201-DPB10101 with pseudo-sequence HLA-DPA10201-DPB10101. The binding affinity (normalized) is 0.212. (4) The peptide sequence is AGAEPAGKATTEEQK. The MHC is DRB3_0202 with pseudo-sequence DRB3_0202. The binding affinity (normalized) is 0. (5) The peptide sequence is RPMFLYVRTNGTSKI. The MHC is DRB1_1302 with pseudo-sequence DRB1_1302. The binding affinity (normalized) is 1.00. (6) The peptide sequence is GTLVKTITNDQIEVT. The MHC is DRB1_0802 with pseudo-sequence DRB1_0802. The binding affinity (normalized) is 0.518.